From a dataset of Catalyst prediction with 721,799 reactions and 888 catalyst types from USPTO. Predict which catalyst facilitates the given reaction. (1) Reactant: [F:1][C:2]1[CH:7]=[CH:6][C:5]([CH:8]([C:18]2[CH:23]=[CH:22][C:21]([F:24])=[CH:20][CH:19]=2)[CH:9]([NH:13][C:14]([O:16][CH3:17])=[O:15])[C:10]([OH:12])=O)=[CH:4][CH:3]=1.CN(C(ON1N=NC2C=CC=NC1=2)=[N+](C)C)C.F[P-](F)(F)(F)(F)F.[NH2:49][CH:50]1[CH2:54][CH:53]([OH:55])[CH2:52][CH:51]1[CH2:56][CH2:57][C@@H:58]1[N:63]([S:64]([C:67]2[CH:72]=[CH:71][CH:70]=[CH:69][CH:68]=2)(=[O:66])=[O:65])[CH2:62][CH2:61][N:60]([C:73]([O:75][CH2:76][C:77]2[CH:82]=[CH:81][CH:80]=[CH:79][CH:78]=2)=[O:74])[CH2:59]1.CCN(C(C)C)C(C)C. Product: [F:1][C:2]1[CH:3]=[CH:4][C:5]([CH:8]([C:18]2[CH:23]=[CH:22][C:21]([F:24])=[CH:20][CH:19]=2)[C@@H:9]([NH:13][C:14]([O:16][CH3:17])=[O:15])[C:10]([NH:49][CH:50]2[CH2:54][CH:53]([OH:55])[CH2:52][CH:51]2[CH2:56][CH2:57][C@@H:58]2[N:63]([S:64]([C:67]3[CH:72]=[CH:71][CH:70]=[CH:69][CH:68]=3)(=[O:66])=[O:65])[CH2:62][CH2:61][N:60]([C:73]([O:75][CH2:76][C:77]3[CH:78]=[CH:79][CH:80]=[CH:81][CH:82]=3)=[O:74])[CH2:59]2)=[O:12])=[CH:6][CH:7]=1. The catalyst class is: 290. (2) Reactant: [CH3:1][C:2]1[CH:7]=[CH:6][C:5]([S:8]([NH:11][C:12](=[O:37])[O:13][CH2:14][CH2:15][C:16]2[CH:21]=[CH:20][C:19]([NH:22][C:23]3[CH:28]=[C:27]([Cl:29])[C:26]([C:30]([F:33])([F:32])[F:31])=[CH:25][C:24]=3[N+:34]([O-])=O)=[CH:18][CH:17]=2)(=[O:10])=[O:9])=[CH:4][CH:3]=1. Product: [CH3:1][C:2]1[CH:3]=[CH:4][C:5]([S:8]([NH:11][C:12](=[O:37])[O:13][CH2:14][CH2:15][C:16]2[CH:17]=[CH:18][C:19]([NH:22][C:23]3[CH:28]=[C:27]([Cl:29])[C:26]([C:30]([F:33])([F:31])[F:32])=[CH:25][C:24]=3[NH2:34])=[CH:20][CH:21]=2)(=[O:9])=[O:10])=[CH:6][CH:7]=1. The catalyst class is: 5. (3) Reactant: [N+:1]([C:4]1[CH:12]=[C:11]2[C:7]([CH:8]=[CH:9][NH:10]2)=[CH:6][CH:5]=1)([O-:3])=[O:2].ClS([N:17]=[C:18]=O)(=O)=O. Product: [C:18]([C:8]1[C:7]2[C:11](=[CH:12][C:4]([N+:1]([O-:3])=[O:2])=[CH:5][CH:6]=2)[NH:10][CH:9]=1)#[N:17]. The catalyst class is: 3.